Dataset: Catalyst prediction with 721,799 reactions and 888 catalyst types from USPTO. Task: Predict which catalyst facilitates the given reaction. (1) Reactant: [C:9](O[C:9]([O:11][C:12]([CH3:15])([CH3:14])[CH3:13])=[O:10])([O:11][C:12]([CH3:15])([CH3:14])[CH3:13])=[O:10].[NH2:16][C@H:17]1[CH2:22][CH2:21][C@H:20]([C:23]([OH:25])=[O:24])[CH2:19][CH2:18]1.[OH-].[Na+]. Product: [C:12]([O:11][C:9]([NH:16][C@H:17]1[CH2:22][CH2:21][C@H:20]([C:23]([OH:25])=[O:24])[CH2:19][CH2:18]1)=[O:10])([CH3:13])([CH3:14])[CH3:15]. The catalyst class is: 38. (2) Reactant: [NH2:1][C:2]1[CH:3]=[CH:4][CH:5]=[C:6]2[C:10]=1[C:9](=[O:11])[N:8]([C:12]1[C:20]3[C:15](=[N:16][CH:17]=[C:18]([C:21]4[CH:26]=[CH:25][C:24]([S:27]([CH:30]([CH3:32])[CH3:31])(=[O:29])=[O:28])=[CH:23][CH:22]=4)[N:19]=3)[N:14](C(C3C=CC=CC=3)(C3C=CC=CC=3)C3C=CC=CC=3)[CH:13]=1)[CH2:7]2.[CH:52](=O)[CH3:53].[BH-](OC(C)=O)(OC(C)=O)OC(C)=O.[Na+].C([SiH](CC)CC)C.C(O)(C(F)(F)F)=O. Product: [CH2:52]([NH:1][C:2]1[CH:3]=[CH:4][CH:5]=[C:6]2[C:10]=1[C:9](=[O:11])[N:8]([C:12]1[C:20]3[C:15](=[N:16][CH:17]=[C:18]([C:21]4[CH:26]=[CH:25][C:24]([S:27]([CH:30]([CH3:31])[CH3:32])(=[O:29])=[O:28])=[CH:23][CH:22]=4)[N:19]=3)[NH:14][CH:13]=1)[CH2:7]2)[CH3:53]. The catalyst class is: 26. (3) Reactant: [C:1]([S+:5](/[N:7]=[CH:8]/[C:9]1[CH:14]=[CH:13][C:12]([C:15]#[N:16])=[CH:11][CH:10]=1)[O-:6])([CH3:4])([CH3:3])[CH3:2].[CH3:17][Mg+].[Br-]. Product: [C:1]([S+:5]([NH:7][C@@H:8]([C:9]1[CH:10]=[CH:11][C:12]([C:15]#[N:16])=[CH:13][CH:14]=1)[CH3:17])[O-:6])([CH3:4])([CH3:2])[CH3:3]. The catalyst class is: 326. (4) Reactant: Cl[C:2]1[C:11]2[C:6](=[CH:7][CH:8]=[CH:9][CH:10]=2)[N:5]=[C:4]([N:12]2[CH2:17][CH2:16][NH:15][CH:14]([CH:18]([CH3:20])[CH3:19])[CH2:13]2)[N:3]=1. Product: [CH:18]([CH:14]1[NH:15][CH2:16][CH2:17][N:12]([C:4]2[N:3]=[CH:2][C:11]3[C:6](=[CH:7][CH:8]=[CH:9][CH:10]=3)[N:5]=2)[CH2:13]1)([CH3:20])[CH3:19]. The catalyst class is: 99. (5) Reactant: [C:1]([NH:8][CH:9]([CH2:13][CH2:14][CH3:15])C(O)=O)([O:3][C:4]([CH3:7])([CH3:6])[CH3:5])=[O:2].Cl.N([O:19][CH3:20])C.C(Cl)CCl.C1C=CC2N([OH:34])N=NC=2C=1.C[N:36]1[CH2:41]COC[CH2:37]1. Product: [C:4]([O:3][C:1](=[O:2])[NH:8][CH2:9][CH2:13][CH2:14][CH2:15][C:41](=[O:34])[N:36]([O:19][CH3:20])[CH3:37])([CH3:5])([CH3:6])[CH3:7]. The catalyst class is: 23. (6) Reactant: [CH3:1][C:2]([CH3:26])([Si:4]([CH3:25])([CH3:24])[O:5][CH2:6][CH:7]([C:17]1[CH:23]=[CH:22][C:20]([NH2:21])=[CH:19][CH:18]=1)[CH2:8][O:9][Si:10]([CH3:16])([CH3:15])[C:11]([CH3:14])([CH3:13])[CH3:12])[CH3:3].[CH2:27](O)[CH:28]([CH3:30])[CH3:29].[I-].[K+]. Product: [CH2:27]([NH:21][C:20]1[CH:22]=[CH:23][C:17]([CH:7]([CH2:8][O:9][Si:10]([CH3:15])([CH3:16])[C:11]([CH3:12])([CH3:13])[CH3:14])[CH2:6][O:5][Si:4]([CH3:24])([CH3:25])[C:2]([CH3:26])([CH3:1])[CH3:3])=[CH:18][CH:19]=1)[CH:28]([CH3:30])[CH3:29]. The catalyst class is: 229.